Dataset: Forward reaction prediction with 1.9M reactions from USPTO patents (1976-2016). Task: Predict the product of the given reaction. (1) Given the reactants [NH2:1][C:2]1[CH:7]=[CH:6][C:5]([Br:8])=[CH:4][C:3]=1[SH:9].[CH3:10][C:11]1[CH:12]=C[C:14](S(O)(=O)=O)=[CH:15][CH:16]=1.C1(C)C=CC(C)=CC=1.C=C1CC(C(Cl)=O)C1, predict the reaction product. The product is: [Br:8][C:5]1[CH:6]=[CH:7][C:2]2[N:1]=[C:10]([CH:11]3[CH2:16][C:15](=[CH2:14])[CH2:12]3)[S:9][C:3]=2[CH:4]=1. (2) Given the reactants [C:1]([O:5][C:6]([C@@:8]12[CH2:14][C@:13]1([C:15]1[CH:20]=[CH:19][CH:18]=[CH:17][CH:16]=1)[CH2:12][O:11]C(=O)[N:9]2[C:22]([O:24][C:25]([CH3:28])([CH3:27])[CH3:26])=[O:23])=[O:7])([CH3:4])([CH3:3])[CH3:2].C(=O)([O-])[O-].[Cs+].[Cs+], predict the reaction product. The product is: [C:1]([O:5][C:6]([C:8]1([NH:9][C:22]([O:24][C:25]([CH3:28])([CH3:27])[CH3:26])=[O:23])[CH2:14][C:13]1([CH2:12][OH:11])[C:15]1[CH:20]=[CH:19][CH:18]=[CH:17][CH:16]=1)=[O:7])([CH3:3])([CH3:4])[CH3:2].